This data is from NCI-60 drug combinations with 297,098 pairs across 59 cell lines. The task is: Regression. Given two drug SMILES strings and cell line genomic features, predict the synergy score measuring deviation from expected non-interaction effect. Drug 1: C1=CC(=CC=C1CCC2=CNC3=C2C(=O)NC(=N3)N)C(=O)NC(CCC(=O)O)C(=O)O. Drug 2: COC1=CC(=CC(=C1O)OC)C2C3C(COC3=O)C(C4=CC5=C(C=C24)OCO5)OC6C(C(C7C(O6)COC(O7)C8=CC=CS8)O)O. Cell line: NCI-H460. Synergy scores: CSS=56.4, Synergy_ZIP=-5.02, Synergy_Bliss=-6.24, Synergy_Loewe=-0.373, Synergy_HSA=1.64.